This data is from Catalyst prediction with 721,799 reactions and 888 catalyst types from USPTO. The task is: Predict which catalyst facilitates the given reaction. Reactant: [Si:1]([O:8][CH2:9][CH2:10][CH2:11][NH:12][C:13](=[O:29])[NH:14][C:15]1[CH:24]=[CH:23][C:22]([C:25]([F:28])([F:27])[F:26])=[CH:21][C:16]=1[C:17]([O:19]C)=O)([C:4]([CH3:7])([CH3:6])[CH3:5])([CH3:3])[CH3:2].C[O-].[Na+]. Product: [Si:1]([O:8][CH2:9][CH2:10][CH2:11][N:12]1[C:17](=[O:19])[C:16]2[C:15](=[CH:24][CH:23]=[C:22]([C:25]([F:26])([F:28])[F:27])[CH:21]=2)[NH:14][C:13]1=[O:29])([C:4]([CH3:5])([CH3:7])[CH3:6])([CH3:2])[CH3:3]. The catalyst class is: 5.